Dataset: Peptide-MHC class I binding affinity with 185,985 pairs from IEDB/IMGT. Task: Regression. Given a peptide amino acid sequence and an MHC pseudo amino acid sequence, predict their binding affinity value. This is MHC class I binding data. (1) The peptide sequence is AYSDNYNKF. The MHC is HLA-A23:01 with pseudo-sequence HLA-A23:01. The binding affinity (normalized) is 0.810. (2) The binding affinity (normalized) is 0.530. The MHC is HLA-A02:02 with pseudo-sequence HLA-A02:02. The peptide sequence is IVSSYVCSGL. (3) The peptide sequence is TYSPALNKM. The MHC is HLA-B15:17 with pseudo-sequence HLA-B15:17. The binding affinity (normalized) is 0.0847. (4) The peptide sequence is KLYEELCDL. The MHC is H-2-Db with pseudo-sequence H-2-Db. The binding affinity (normalized) is 0. (5) The peptide sequence is HPRQFLAFL. The MHC is HLA-B48:01 with pseudo-sequence HLA-B48:01. The binding affinity (normalized) is 0.0847. (6) The peptide sequence is KDLQRLRSL. The MHC is HLA-B40:02 with pseudo-sequence HLA-B40:02. The binding affinity (normalized) is 0.528. (7) The peptide sequence is DVSLSAYII. The MHC is HLA-A02:06 with pseudo-sequence HLA-A02:06. The binding affinity (normalized) is 0.225. (8) The peptide sequence is SGVENPGGKCL. The MHC is H-2-Db with pseudo-sequence H-2-Db. The binding affinity (normalized) is 0.320. (9) The peptide sequence is FPVRPQVPLR. The MHC is HLA-A33:01 with pseudo-sequence HLA-A33:01. The binding affinity (normalized) is 0.202. (10) The peptide sequence is LLGMWGIAAI. The MHC is HLA-A02:02 with pseudo-sequence HLA-A02:02. The binding affinity (normalized) is 0.705.